Dataset: Forward reaction prediction with 1.9M reactions from USPTO patents (1976-2016). Task: Predict the product of the given reaction. (1) Given the reactants [N+:1]([C:4]1[N:5]=[CH:6][NH:7][CH:8]=1)([O-:3])=[O:2].[CH3:9][O:10][C:11](=[O:14])[CH2:12]Br, predict the reaction product. The product is: [CH3:9][O:10][C:11](=[O:14])[CH2:12][N:7]1[CH:8]=[C:4]([N+:1]([O-:3])=[O:2])[N:5]=[CH:6]1. (2) Given the reactants [F:1][C:2]1[CH:7]=[CH:6][C:5]([C:8]2[N:9]=[C:10]([C:19]3[CH:24]=[CH:23][C:22]([S:25][CH3:26])=[CH:21][CH:20]=3)[O:11][C:12]=2[C:13]2[CH:18]=[CH:17][N:16]=[CH:15][CH:14]=2)=[CH:4][CH:3]=1.C(O)(=[O:29])C, predict the reaction product. The product is: [F:1][C:2]1[CH:7]=[CH:6][C:5]([C:8]2[N:9]=[C:10]([C:19]3[CH:24]=[CH:23][C:22]([S:25]([CH3:26])=[O:29])=[CH:21][CH:20]=3)[O:11][C:12]=2[C:13]2[CH:14]=[CH:15][N:16]=[CH:17][CH:18]=2)=[CH:4][CH:3]=1. (3) Given the reactants [CH:1]1([NH:4][CH2:5][C:6]2[CH:11]=[C:10]([O:12][CH2:13][CH2:14][CH2:15][O:16][CH3:17])[CH:9]=[C:8]([O:18][CH3:19])[CH:7]=2)[CH2:3][CH2:2]1.C([N:22](CC)CC)C.[C:27]([O:31][C:32]([N:34]1[CH2:41][CH:40]2[CH2:42][CH:36](C(=O)[O:38][C:39]2=O)[CH2:35]1)=[O:33])([CH3:30])([CH3:29])[CH3:28].C1C=CC(P(N=[N+]=[N-])(C2C=CC=CC=2)=O)=CC=1.[Si](CCO)(C)(C)C, predict the reaction product. The product is: [C:27]([O:31][C:32]([N:34]1[CH2:41][C@H:40]([C:39](=[O:38])[N:4]([CH:1]2[CH2:2][CH2:3]2)[CH2:5][C:6]2[CH:11]=[C:10]([O:12][CH2:13][CH2:14][CH2:15][O:16][CH3:17])[CH:9]=[C:8]([O:18][CH3:19])[CH:7]=2)[CH2:42][C@H:36]([NH2:22])[CH2:35]1)=[O:33])([CH3:30])([CH3:29])[CH3:28]. (4) Given the reactants [CH2:1]([N:8]1[CH:12]=[C:11]([CH2:13][OH:14])[C:10]([O:15][CH2:16][C:17]2[CH:22]=[CH:21][C:20]([O:23][CH2:24][C:25]3[N:26]=[C:27]([C:31]4[O:32][CH:33]=[CH:34][CH:35]=4)[O:28][C:29]=3[CH3:30])=[C:19]([O:36][CH3:37])[CH:18]=2)=[N:9]1)[C:2]1[CH:7]=[CH:6][CH:5]=[CH:4][CH:3]=1, predict the reaction product. The product is: [CH2:1]([N:8]1[CH:12]=[C:11]([CH:13]=[O:14])[C:10]([O:15][CH2:16][C:17]2[CH:22]=[CH:21][C:20]([O:23][CH2:24][C:25]3[N:26]=[C:27]([C:31]4[O:32][CH:33]=[CH:34][CH:35]=4)[O:28][C:29]=3[CH3:30])=[C:19]([O:36][CH3:37])[CH:18]=2)=[N:9]1)[C:2]1[CH:3]=[CH:4][CH:5]=[CH:6][CH:7]=1. (5) The product is: [O:13]=[C:10]1[CH2:9][CH2:8][NH:7][C:6]2[N:14]=[CH:15][C:3](/[CH:18]=[CH:17]/[C:16]([O:20][C:21]([CH3:24])([CH3:23])[CH3:22])=[O:19])=[CH:4][C:5]=2[CH2:12][NH:11]1. Given the reactants Br.Br[C:3]1[CH:15]=[N:14][C:6]2[NH:7][CH2:8][CH2:9][C:10](=[O:13])[NH:11][CH2:12][C:5]=2[CH:4]=1.[C:16]([O:20][C:21]([CH3:24])([CH3:23])[CH3:22])(=[O:19])[CH:17]=[CH2:18].C(N(C(C)C)C(C)C)C.CC1C=CC=CC=1P(C1C=CC=CC=1C)C1C=CC=CC=1C.C, predict the reaction product. (6) Given the reactants [C:1]([O:5][C@@H:6]([C:11]1[C:40]([CH3:41])=[C:39]([CH3:42])[C:38]2=[N:43][C:35]3=[CH:36][N:37]2[C:12]=1[N:13]1[CH2:49][CH2:48][C:16]([CH3:50])([O:17][CH2:18][CH:19]=[CH:20][CH2:21][C@H:22]([CH3:47])[O:23][C:24]2[CH:25]=[CH:26][C:27]([F:46])=[C:28]([F:45])[C:29]=2[C:30]2[CH:44]=[C:34]3[CH:33]=[CH:32][CH:31]=2)[CH2:15][CH2:14]1)[C:7]([O:9][CH3:10])=[O:8])([CH3:4])([CH3:3])[CH3:2].C(O[C@@H](C1C(C)=CC2=NC3=CN2C=1N1CCC(C)(OCCCC[C@H](C)OC2C=C(F)C=CC=2C2C=C3C=CC=2)CC1)C(OC)=O)(C)(C)C, predict the reaction product. The product is: [C:1]([O:5][C@@H:6]([C:11]1[C:40]([CH3:41])=[C:39]([CH3:42])[C:38]2=[N:43][C:35]3=[CH:36][N:37]2[C:12]=1[N:13]1[CH2:14][CH2:15][C:16]([CH3:50])([O:17][CH2:18][CH2:19][CH2:20][CH2:21][C@H:22]([CH3:47])[O:23][C:24]2[CH:25]=[CH:26][C:27]([F:46])=[C:28]([F:45])[C:29]=2[C:30]2[CH:44]=[C:34]3[CH:33]=[CH:32][CH:31]=2)[CH2:48][CH2:49]1)[C:7]([O:9][CH3:10])=[O:8])([CH3:4])([CH3:2])[CH3:3]. (7) Given the reactants Br[CH2:2][CH2:3][C:4]1[CH:9]=[CH:8][C:7]([Cl:10])=[CH:6][CH:5]=1.Cl.[Cl:12][C:13]1[CH:14]=[C:15]([NH:19]N)[CH:16]=[CH:17][CH:18]=1.[CH3:21][N:22]1[CH2:27][CH2:26][C:25](=O)[CH2:24][CH2:23]1, predict the reaction product. The product is: [Cl:10][C:7]1[CH:8]=[CH:9][C:4]([CH2:3][CH2:2][N:19]2[C:15]3[CH:16]=[CH:17][CH:18]=[C:13]([Cl:12])[C:14]=3[C:24]3[CH2:23][N:22]([CH3:21])[CH2:27][CH2:26][C:25]2=3)=[CH:5][CH:6]=1.